From a dataset of Peptide-MHC class II binding affinity with 134,281 pairs from IEDB. Regression. Given a peptide amino acid sequence and an MHC pseudo amino acid sequence, predict their binding affinity value. This is MHC class II binding data. (1) The peptide sequence is TVAVGLHFHEMNNGG. The MHC is DRB1_0901 with pseudo-sequence DRB1_0901. The binding affinity (normalized) is 0.482. (2) The peptide sequence is EDSKILLVAVSIKMK. The MHC is H-2-IAb with pseudo-sequence H-2-IAb. The binding affinity (normalized) is 0. (3) The peptide sequence is EDVGYPIIIDQKYCP. The MHC is HLA-DPA10201-DPB11401 with pseudo-sequence HLA-DPA10201-DPB11401. The binding affinity (normalized) is 0.0176.